From a dataset of Catalyst prediction with 721,799 reactions and 888 catalyst types from USPTO. Predict which catalyst facilitates the given reaction. (1) Reactant: [C:1]1([N:7]2[CH2:10][CH2:9][C:8]2=[O:11])[CH:6]=[CH:5][CH:4]=[CH:3][CH:2]=1.FC(F)(F)S(O)(=O)=O. Product: [NH:7]1[C:1]2[C:6](=[CH:5][CH:4]=[CH:3][CH:2]=2)[C:8](=[O:11])[CH2:9][CH2:10]1. The catalyst class is: 26. (2) The catalyst class is: 403. Product: [NH2:1][C:4]1[CH:33]=[CH:32][CH:31]=[CH:30][C:5]=1[O:6][CH:7]1[CH2:8][CH2:9][N:10]([C:13](=[O:29])[CH2:14][NH:15][C:16]([C:18]2[CH:22]=[C:21]([C:23]3[CH:24]=[CH:25][CH:26]=[CH:27][CH:28]=3)[NH:20][N:19]=2)=[O:17])[CH2:11][CH2:12]1. Reactant: [N+:1]([C:4]1[CH:33]=[CH:32][CH:31]=[CH:30][C:5]=1[O:6][CH:7]1[CH2:12][CH2:11][N:10]([C:13](=[O:29])[CH2:14][NH:15][C:16]([C:18]2[CH:22]=[C:21]([C:23]3[CH:28]=[CH:27][CH:26]=[CH:25][CH:24]=3)[NH:20][N:19]=2)=[O:17])[CH2:9][CH2:8]1)([O-])=O. (3) Reactant: [NH2:1][C@H:2]([C:22]([OH:24])=[O:23])[CH2:3][C:4]1[CH:11]=[C:9]([I:10])[C:8]([O:12][C:13]2[CH:20]=[C:18]([I:19])[C:17]([OH:21])=[C:15]([I:16])[CH:14]=2)=[C:6]([I:7])[CH:5]=1.C([O-])([O-])=O.[Na+].[Na+].[C:31]([O:35][C:36](O[C:36]([O:35][C:31]([CH3:34])([CH3:33])[CH3:32])=[O:37])=[O:37])([CH3:34])([CH3:33])[CH3:32]. Product: [C:36]([NH:1][C@H:2]([C:22]([OH:24])=[O:23])[CH2:3][C:4]1[CH:5]=[C:6]([I:7])[C:8]([O:12][C:13]2[CH:14]=[C:15]([I:16])[C:17]([OH:21])=[C:18]([I:19])[CH:20]=2)=[C:9]([I:10])[CH:11]=1)([O:35][C:31]([CH3:34])([CH3:33])[CH3:32])=[O:37]. The catalyst class is: 16. (4) Reactant: [N+:1]([C:4]1[CH:9]=[CH:8][C:7]([C:10]2[CH:15]=[CH:14][CH:13]=[C:12]([C:16]([OH:18])=[O:17])[CH:11]=2)=[CH:6][CH:5]=1)([O-])=O. Product: [NH2:1][C:4]1[CH:5]=[CH:6][C:7]([C:10]2[CH:15]=[CH:14][CH:13]=[C:12]([C:16]([OH:18])=[O:17])[CH:11]=2)=[CH:8][CH:9]=1. The catalyst class is: 45. (5) Reactant: [OH:1][C:2]1[CH:10]=[CH:9][C:5]([C:6]([OH:8])=O)=[CH:4][C:3]=1[N+:11]([O-:13])=[O:12].CCN=C=NCCCN(C)C.C1C=CC2N(O)N=NC=2C=1.[CH3:35][C:36]1[CH:37]=[C:38]([CH:40]=[CH:41][C:42]=1[CH3:43])[NH2:39]. Product: [CH3:35][C:36]1[CH:37]=[C:38]([NH:39][C:6](=[O:8])[C:5]2[CH:9]=[CH:10][C:2]([OH:1])=[C:3]([N+:11]([O-:13])=[O:12])[CH:4]=2)[CH:40]=[CH:41][C:42]=1[CH3:43]. The catalyst class is: 18. (6) Reactant: [O:1]=[C:2]1[C:7]2[CH:8]=[C:9]([O:12][CH2:13][C:14]([O:16]C(C)(C)C)=[O:15])[CH:10]=[CH:11][C:6]=2[S:5][C:4]([C:21]2[CH:26]=[CH:25][CH:24]=[CH:23][N:22]=2)=[N:3]1. Product: [O:1]=[C:2]1[C:7]2[CH:8]=[C:9]([O:12][CH2:13][C:14]([OH:16])=[O:15])[CH:10]=[CH:11][C:6]=2[S:5][C:4]([C:21]2[CH:26]=[CH:25][CH:24]=[CH:23][N:22]=2)=[N:3]1. The catalyst class is: 55. (7) Reactant: [CH2:1]([O:8][C:9]1[CH:14]=[C:13]([Br:15])[CH:12]=[C:11]([N+:16]([O-])=[O:17])[C:10]=1[NH:19][C:20](=O)[C:21]([F:24])([F:23])[F:22])[C:2]1[CH:7]=[CH:6][CH:5]=[CH:4][CH:3]=1. Product: [CH2:1]([O:8][C:9]1[C:10]2[N:19]=[C:20]([C:21]([F:24])([F:23])[F:22])[N:16]([OH:17])[C:11]=2[CH:12]=[C:13]([Br:15])[CH:14]=1)[C:2]1[CH:7]=[CH:6][CH:5]=[CH:4][CH:3]=1. The catalyst class is: 171. (8) The catalyst class is: 20. Product: [OH:21][NH:24][C:1]([C:3]1[CH:11]=[CH:10][C:9]2[NH:8][C:7]3[CH:12]([CH2:15][C:16]([OH:18])=[O:17])[CH2:13][CH2:14][C:6]=3[C:5]=2[CH:4]=1)=[NH:2]. Reactant: [C:1]([C:3]1[CH:11]=[CH:10][C:9]2[NH:8][C:7]3[CH:12]([CH2:15][C:16]([O:18]CC)=[O:17])[CH2:13][CH2:14][C:6]=3[C:5]=2[CH:4]=1)#[N:2].[OH-:21].[Na+].Cl.[NH2:24]O. (9) The catalyst class is: 9. Reactant: [F:1][C:2]([F:16])([F:15])[C:3]1[CH:11]=[C:10]([I:12])[CH:9]=[C:8]2[C:4]=1[C:5](=[O:14])[C:6](=[O:13])[NH:7]2.[H-].[Na+].[CH3:19][Si:20]([CH3:27])([CH3:26])[CH2:21][CH2:22][O:23][CH2:24]Cl.O. Product: [CH3:19][Si:20]([CH3:27])([CH3:26])[CH2:21][CH2:22][O:23][CH2:24][N:7]1[C:8]2[C:4](=[C:3]([C:2]([F:15])([F:1])[F:16])[CH:11]=[C:10]([I:12])[CH:9]=2)[C:5](=[O:14])[C:6]1=[O:13]. (10) Reactant: [CH3:1][O:2][C:3](=[O:15])[C:4]1[CH:9]=[C:8]([C:10]([F:13])([F:12])[F:11])[CH:7]=[C:6]([NH2:14])[CH:5]=1.C(=O)([O-])[O-].[K+].[K+].I[CH2:23][CH3:24]. Product: [CH3:1][O:2][C:3](=[O:15])[C:4]1[CH:9]=[C:8]([C:10]([F:13])([F:12])[F:11])[CH:7]=[C:6]([NH:14][CH2:23][CH3:24])[CH:5]=1. The catalyst class is: 9.